From a dataset of Forward reaction prediction with 1.9M reactions from USPTO patents (1976-2016). Predict the product of the given reaction. (1) The product is: [CH3:1][C:2]1[N:3]=[CH:4][S:5][C:6]=1[CH2:7][CH2:8][O:9][CH2:12][C:13]1[CH:18]=[CH:17][CH:16]=[CH:15][CH:14]=1. Given the reactants [CH3:1][C:2]1[N:3]=[CH:4][S:5][C:6]=1[CH2:7][CH2:8][OH:9].[H-].[Na+].[CH2:12](Br)[C:13]1[CH:18]=[CH:17][CH:16]=[CH:15][CH:14]=1, predict the reaction product. (2) Given the reactants C(OC(=O)[NH:10][CH2:11][C@H:12]1[C:16](=[O:17])[O:15][C:14]([CH3:19])([CH3:18])[O:13]1)C1C=CC=CC=1.C1CCC=CC=1.[C:27]([OH:33])([C:29]([F:32])([F:31])[F:30])=[O:28], predict the reaction product. The product is: [F:30][C:29]([F:32])([F:31])[C:27]([O-:33])=[O:28].[CH3:18][C:14]1([CH3:19])[O:13][C@@H:12]([CH2:11][NH3+:10])[C:16](=[O:17])[O:15]1.